Dataset: Peptide-MHC class I binding affinity with 185,985 pairs from IEDB/IMGT. Task: Regression. Given a peptide amino acid sequence and an MHC pseudo amino acid sequence, predict their binding affinity value. This is MHC class I binding data. (1) The peptide sequence is GYCLTRWMLI. The binding affinity (normalized) is 0.130. The MHC is HLA-A29:02 with pseudo-sequence HLA-A29:02. (2) The peptide sequence is VGNVYVKF. The MHC is HLA-B58:01 with pseudo-sequence HLA-B58:01. The binding affinity (normalized) is 0.523. (3) The peptide sequence is CIAVGLVTLY. The MHC is HLA-A26:01 with pseudo-sequence HLA-A26:01. The binding affinity (normalized) is 0.583.